Regression. Given a peptide amino acid sequence and an MHC pseudo amino acid sequence, predict their binding affinity value. This is MHC class II binding data. From a dataset of Peptide-MHC class II binding affinity with 134,281 pairs from IEDB. (1) The peptide sequence is YFNLIDTKCYKLE. The MHC is DRB1_1301 with pseudo-sequence DRB1_1301. The binding affinity (normalized) is 0. (2) The peptide sequence is YVENGLISRVLDGLV. The MHC is DRB4_0101 with pseudo-sequence DRB4_0103. The binding affinity (normalized) is 0.455. (3) The peptide sequence is WKTWGKNLVFSPGRK. The MHC is HLA-DQA10501-DQB10302 with pseudo-sequence HLA-DQA10501-DQB10302. The binding affinity (normalized) is 0.290.